Dataset: Catalyst prediction with 721,799 reactions and 888 catalyst types from USPTO. Task: Predict which catalyst facilitates the given reaction. (1) Reactant: [CH3:1][O:2][C:3]1[CH:4]=[C:5]([C:9]2[CH:17]=[CH:16][CH:15]=[C:14]3[C:10]=2[CH2:11][C:12](=[O:18])[NH:13]3)[CH:6]=[CH:7][CH:8]=1.[CH2:19]([N:21]([CH2:36][CH3:37])[CH2:22][CH2:23][NH:24][C:25]([C:27]1[C:31]([CH3:32])=[C:30]([CH:33]=O)[NH:29][C:28]=1[CH3:35])=[O:26])[CH3:20]. Product: [CH2:36]([N:21]([CH2:19][CH3:20])[CH2:22][CH2:23][NH:24][C:25]([C:27]1[C:31]([CH3:32])=[C:30]([CH:33]=[C:11]2[C:10]3[C:14](=[CH:15][CH:16]=[CH:17][C:9]=3[C:5]3[CH:6]=[CH:7][CH:8]=[C:3]([O:2][CH3:1])[CH:4]=3)[NH:13][C:12]2=[O:18])[NH:29][C:28]=1[CH3:35])=[O:26])[CH3:37]. The catalyst class is: 360. (2) Reactant: CC(C[AlH]CC(C)C)C.[CH3:10][O:11][C@@H:12]1[O:17][C@@H:16]([CH2:18][CH2:19]/[CH:20]=[CH:21]\[C@@H:22]([C@@H:24]2[C@@H:29]([CH3:30])[CH2:28][O:27][CH:26]([C:31]3[CH:36]=[CH:35][C:34]([O:37][CH3:38])=[CH:33][CH:32]=3)[O:25]2)[CH3:23])[C@H:15]([CH3:39])[C@H:14]([O:40][CH2:41][O:42][CH3:43])[C@H:13]1[CH3:44].CC(OI1(OC(C)=O)(OC(C)=O)OC(=O)C2C=CC=CC1=2)=O. Product: [CH3:38][O:37][C:34]1[CH:33]=[CH:32][C:31]([CH2:26][O:25][C@@H:24]([C@@H:22]([CH3:23])/[CH:21]=[CH:20]\[CH2:19][CH2:18][C@H:16]2[C@H:15]([CH3:39])[C@H:14]([O:40][CH2:41][O:42][CH3:43])[C@@H:13]([CH3:44])[C@H:12]([O:11][CH3:10])[O:17]2)[C@@H:29]([CH3:30])[CH:28]=[O:27])=[CH:36][CH:35]=1. The catalyst class is: 2. (3) Reactant: C(OC([N:8](C(OC(C)(C)C)=O)[C:9]1[C:10]([C:27]2[N:31](C(OC(C)(C)C)=O)[C:30]3[CH:39]=[CH:40][CH:41]=[CH:42][C:29]=3[N:28]=2)=[N:11][C:12]([C:15]2[CH2:16][CH2:17][N:18]([C:21]3[CH:26]=[CH:25][CH:24]=[CH:23][CH:22]=3)[CH2:19][CH:20]=2)=[CH:13][N:14]=1)=O)(C)(C)C.C(O)(C(F)(F)F)=O. Product: [NH:28]1[C:29]2[CH:42]=[CH:41][CH:40]=[CH:39][C:30]=2[N:31]=[C:27]1[C:10]1[C:9]([NH2:8])=[N:14][CH:13]=[C:12]([C:15]2[CH2:16][CH2:17][N:18]([C:21]3[CH:22]=[CH:23][CH:24]=[CH:25][CH:26]=3)[CH2:19][CH:20]=2)[N:11]=1. The catalyst class is: 2. (4) Reactant: [CH2:1]([O:3][C:4](=[O:15])[CH2:5][N:6]1[CH:14]=[C:13]2[C:8]([N:9]=[CH:10][CH:11]=[CH:12]2)=[N:7]1)[CH3:2].C1C(=O)N([Cl:23])C(=O)C1. Product: [CH2:1]([O:3][C:4](=[O:15])[CH2:5][N:6]1[C:14]([Cl:23])=[C:13]2[C:8]([N:9]=[CH:10][CH:11]=[CH:12]2)=[N:7]1)[CH3:2]. The catalyst class is: 4.